This data is from Full USPTO retrosynthesis dataset with 1.9M reactions from patents (1976-2016). The task is: Predict the reactants needed to synthesize the given product. (1) Given the product [CH2:1]([O:8][CH2:9][CH2:10][CH:11]([C:26]1[CH:27]=[CH:28][C:29]([Cl:32])=[CH:30][CH:31]=1)[C:12]([C:14]1[CH:19]=[CH:18][C:17]([O:20][CH2:21][CH2:22][N:23]([CH3:24])[CH3:25])=[CH:16][CH:15]=1)([C:34]1[CH:39]=[CH:38][CH:37]=[CH:36][CH:35]=1)[OH:13])[C:2]1[CH:3]=[CH:4][CH:5]=[CH:6][CH:7]=1, predict the reactants needed to synthesize it. The reactants are: [CH2:1]([O:8][CH2:9][CH2:10][CH:11]([C:26]1[CH:31]=[CH:30][C:29]([Cl:32])=[CH:28][CH:27]=1)[C:12]([C:14]1[CH:19]=[CH:18][C:17]([O:20][CH2:21][CH2:22][N:23]([CH3:25])[CH3:24])=[CH:16][CH:15]=1)=[O:13])[C:2]1[CH:7]=[CH:6][CH:5]=[CH:4][CH:3]=1.Br[C:34]1[CH:39]=[CH:38][CH:37]=[CH:36][CH:35]=1.[Cl-].[NH4+]. (2) Given the product [CH2:1]([O:8][CH2:9][C@H:10]([CH:13]([CH3:15])[CH3:14])[CH2:11][Br:18])[C:2]1[CH:7]=[CH:6][CH:5]=[CH:4][CH:3]=1, predict the reactants needed to synthesize it. The reactants are: [CH2:1]([O:8][CH2:9][C@H:10]([CH:13]([CH3:15])[CH3:14])[CH2:11]O)[C:2]1[CH:7]=[CH:6][CH:5]=[CH:4][CH:3]=1.P(Br)(Br)([Br:18])=O.O. (3) Given the product [CH2:1]([C@@:5]1([C:21]([OH:23])=[O:22])[CH2:9][C@H:8]([C:10]2[O:14][N:13]=[C:12]([CH3:15])[N:11]=2)[C@H:7]([C:16]2[S:17][CH:18]=[CH:19][CH:20]=2)[N:6]1[C:33](=[O:34])[C:32]1[CH:36]=[CH:37][C:38]([C:39]([CH3:40])([CH3:41])[CH3:42])=[C:30]([O:29][CH3:28])[CH:31]=1)[CH:2]([CH3:3])[CH3:4], predict the reactants needed to synthesize it. The reactants are: [CH2:1]([C@@:5]1([C:21]([O:23]C(C)(C)C)=[O:22])[CH2:9][C@H:8]([C:10]2[O:14][N:13]=[C:12]([CH3:15])[N:11]=2)[C@H:7]([C:16]2[S:17][CH:18]=[CH:19][CH:20]=2)[NH:6]1)[CH:2]([CH3:4])[CH3:3].[CH3:28][O:29][C:30]1[CH:31]=[C:32]([CH:36]=[CH:37][C:38]=1[C:39]([CH3:42])([CH3:41])[CH3:40])[C:33](Cl)=[O:34].FC(F)(F)C(O)=O.